Predict the product of the given reaction. From a dataset of Forward reaction prediction with 1.9M reactions from USPTO patents (1976-2016). Given the reactants [O:1]1[C:5]2[CH:6]=[CH:7][C:8]([CH:10]([O:14][CH3:15])[C:11]([OH:13])=O)=[CH:9][C:4]=2[O:3][CH2:2]1.[NH2:16][CH2:17][C:18]1[CH:25]=[CH:24][C:21]([C:22]#[N:23])=[CH:20][CH:19]=1, predict the reaction product. The product is: [O:1]1[C:5]2[CH:6]=[CH:7][C:8]([CH:10]([O:14][CH3:15])[C:11]([NH:23][CH2:22][C:21]3[CH:24]=[CH:25][C:18]([C:17]#[N:16])=[CH:19][CH:20]=3)=[O:13])=[CH:9][C:4]=2[O:3][CH2:2]1.